Dataset: Drug-target binding data from BindingDB using Ki measurements. Task: Regression. Given a target protein amino acid sequence and a drug SMILES string, predict the binding affinity score between them. We predict pKi (pKi = -log10(Ki in M); higher means stronger inhibition). Dataset: bindingdb_ki. (1) The small molecule is COC1[C@H](OCc2ccccc2)C(CO)O[C@@H](OC)[C@H]1NP(C)(=O)[O-]. The target protein (Q8DP63) has sequence MNKSRLGRGRHGKTRHVLLALIGILAISICLLGGFIAFKIYQQKSFEQKIESLKKEKDDQLSEGNQKEHFRQGQAEVIAYYPLQGEKVISSVRELINQDVKDKLESKDNLVFYYTEQEESGLKGVVNRNVTKQIYDLVAFKIEETEKTSLGKVHLTEDGQPFTLDQLFSDASKAKEQLIKELTSFIEDKKIEQDQSEQIVKNFSDQDLSAWNFDYKDSQIILYPSPVVENLEEIALPVSAFFDVIQSSYLLEKDAALYQSYFDKKHQKVVALTFDDGPNPATTPQVLETLAKYDIKATFFVLGKNVSGNEDLVKRIKSEGHVVGNHSWSHPILSQLSLDEAKKQITDTEDVLTKVLGSSSKLMRPPYGAITDDIRNSLDLSFIMWDVDSLDWKSKNEASILTEIQHQVANGSIVLMHDIHSPTVNALPRVIEYLKNQGYTFVTIPEMLNTRLKAHELYYSRDE. The pKi is 3.1. (2) The small molecule is CCCCN1C[C@H](O)[C@@H](O)[C@H](O)[C@H]1CO. The target protein (P28494) has sequence MKLSRQFTVFGSAIFCVVIFSLYLMLDRGHLDYPRGPRQEGSFPQGQLSILQEKIDHLERLLAENNEIISNIRDSVINLSESVEDGPRGPAGNASQGSAHLHSAQLALQADPKDCLFASQSGNQHRDVQMLDVYDLIPFDNPDGGVWKQGFDIKYEADEWDREPLQVFVVPHSHNDPGWLKTFNDYFRDKTQYIFNNMVLKLKEDSSRKFIWSEISYLAKWWDIIDNPKKEAVKSLLQNGQLEIVTGGWVMADEATTHYFALIDQLIEGHQWLEKNLGVKPRSGWAIDPFGHSPTMTYLLKRAGFSHMLIQRVHYSVKKHFSLQKTLEFFWRQNWDLGSTTDILCHMMPFYSYDIPHTCGPDPKICCQFDFKRLPGGRYGCPWGVPPEAISPGNVQSRAQMLLDQYRKKSKLFRTKVLLAPLGDDFRFSEYTEWDLQYRNYEQLFSYMNSQPHLKVKIQFGTLSDYFDALEKSVAAEKKGGQSVFPALSGDFFTYADRDD.... The pKi is 4.3.